Dataset: Catalyst prediction with 721,799 reactions and 888 catalyst types from USPTO. Task: Predict which catalyst facilitates the given reaction. (1) Reactant: [NH:1]1[C:9]2[C:4](=[CH:5][C:6]([C:10]([OH:12])=O)=[CH:7][CH:8]=2)[CH:3]=[N:2]1.CN(C(ON1N=NC2C=CC=CC1=2)=[N+](C)C)C.F[P-](F)(F)(F)(F)F.CCN(C(C)C)C(C)C.[Cl:46][C:47]1[CH:52]=[CH:51][C:50]([CH2:53][CH2:54][NH2:55])=[CH:49][CH:48]=1. Product: [Cl:46][C:47]1[CH:52]=[CH:51][C:50]([CH2:53][CH2:54][NH:55][C:10]([C:6]2[CH:5]=[C:4]3[C:9](=[CH:8][CH:7]=2)[NH:1][N:2]=[CH:3]3)=[O:12])=[CH:49][CH:48]=1. The catalyst class is: 18. (2) Reactant: [H-].C([Al+]CC(C)C)C(C)C.C[O:12][C:13](=O)[CH2:14][N:15]([C:20]([O:22][C:23]([CH3:26])([CH3:25])[CH3:24])=[O:21])[C:16]([CH3:19])([CH3:18])[CH3:17].Cl. Product: [CH3:19][C:16]([N:15]([CH2:14][CH:13]=[O:12])[C:20](=[O:21])[O:22][C:23]([CH3:25])([CH3:24])[CH3:26])([CH3:17])[CH3:18]. The catalyst class is: 11. (3) Reactant: O.[OH-].[Li+].C[O:5][C:6](=[O:37])[CH2:7][C:8]1[C:17]([CH3:18])=[C:16]([C:19]2[CH:24]=[CH:23][C:22]([S:25](=[O:35])(=[O:34])[NH:26][C:27]3[CH:32]=[CH:31][C:30]([F:33])=[CH:29][CH:28]=3)=[CH:21][CH:20]=2)[C:15]2[C:10](=[CH:11][CH:12]=[C:13]([Cl:36])[CH:14]=2)[CH:9]=1.C1COCC1.O. Product: [Cl:36][C:13]1[CH:14]=[C:15]2[C:10](=[CH:11][CH:12]=1)[CH:9]=[C:8]([CH2:7][C:6]([OH:37])=[O:5])[C:17]([CH3:18])=[C:16]2[C:19]1[CH:20]=[CH:21][C:22]([S:25](=[O:34])(=[O:35])[NH:26][C:27]2[CH:32]=[CH:31][C:30]([F:33])=[CH:29][CH:28]=2)=[CH:23][CH:24]=1. The catalyst class is: 81. (4) Reactant: [N:1]12[CH2:8][CH2:7][CH:4]([CH2:5][CH2:6]1)[C@@H:3]([O:9][C:10]([C:12]1([C:19]3[CH:24]=[CH:23][CH:22]=[C:21]([F:25])[CH:20]=3)[CH2:18][CH2:17][CH2:16][CH2:15][CH2:14][CH2:13]1)=[O:11])[CH2:2]2.[Br:26][CH2:27][C:28]([NH:30][C:31]1[CH:36]=[N:35][CH:34]=[CH:33][N:32]=1)=[O:29]. Product: [Br-:26].[F:25][C:21]1[CH:20]=[C:19]([C:12]2([C:10]([O:9][C@@H:3]3[CH:4]4[CH2:5][CH2:6][N+:1]([CH2:27][C:28](=[O:29])[NH:30][C:31]5[CH:36]=[N:35][CH:34]=[CH:33][N:32]=5)([CH2:8][CH2:7]4)[CH2:2]3)=[O:11])[CH2:18][CH2:17][CH2:16][CH2:15][CH2:14][CH2:13]2)[CH:24]=[CH:23][CH:22]=1. The catalyst class is: 753.